From a dataset of Reaction yield outcomes from USPTO patents with 853,638 reactions. Predict the reaction yield, written as a fraction of the theoretical maximum amount of product (1.0 means a 100% yield; for example, 0.34 means a 34% yield). (1) The reactants are [H-].[Na+].[CH:3]1([CH2:6][N:7]([CH2:20][CH2:21][CH2:22][C:23]2[C:31]3[C:26](=[CH:27][CH:28]=[C:29]([F:32])[CH:30]=3)[NH:25][CH:24]=2)[CH:8]2[CH2:17][C:16]3[C:11](=[CH:12][CH:13]=[CH:14][C:15]=3[O:18][CH3:19])[O:10][CH2:9]2)[CH2:5][CH2:4]1.I[CH3:34]. The catalyst is C1COCC1. The product is [CH:3]1([CH2:6][N:7]([CH2:20][CH2:21][CH2:22][C:23]2[C:31]3[C:26](=[CH:27][CH:28]=[C:29]([F:32])[CH:30]=3)[N:25]([CH3:34])[CH:24]=2)[CH:8]2[CH2:17][C:16]3[C:11](=[CH:12][CH:13]=[CH:14][C:15]=3[O:18][CH3:19])[O:10][CH2:9]2)[CH2:5][CH2:4]1. The yield is 0.760. (2) The reactants are [N:1]1([C:15]([O:17][C:18]([CH3:21])([CH3:20])[CH3:19])=[O:16])[CH2:6][CH:5]([C:7]([O:9]C)=[O:8])[CH2:4][CH:3]([C:11]([O:13][CH3:14])=[O:12])[CH2:2]1.O[Li].O. The catalyst is CO.O. The product is [C:18]([O:17][C:15]([N:1]1[CH2:2][CH:3]([C:11]([O:13][CH3:14])=[O:12])[CH2:4][CH:5]([C:7]([OH:9])=[O:8])[CH2:6]1)=[O:16])([CH3:21])([CH3:19])[CH3:20]. The yield is 0.325. (3) The reactants are [OH:1][C:2]([C:7]1[CH:12]=[CH:11][C:10]([C:13]2[N:17]=[C:16]([C:18]3[O:22][N:21]=[C:20]([C:23]4[CH:28]=[CH:27][CH:26]=[CH:25][CH:24]=4)[C:19]=3[C:29]([F:32])([F:31])[F:30])[O:15][N:14]=2)=[CH:9][CH:8]=1)([CH3:6])[C:3](O)=[O:4].CN1CCOCC1.CN(C(O[N:48]1N=[N:55][C:50]2C=CC=N[C:49]1=2)=[N+](C)C)C.F[P-](F)(F)(F)(F)F. The catalyst is CN(C=O)C. The product is [C:49]([CH2:50][NH:55][C:3](=[O:4])[C:2]([OH:1])([C:7]1[CH:12]=[CH:11][C:10]([C:13]2[N:17]=[C:16]([C:18]3[O:22][N:21]=[C:20]([C:23]4[CH:24]=[CH:25][CH:26]=[CH:27][CH:28]=4)[C:19]=3[C:29]([F:32])([F:31])[F:30])[O:15][N:14]=2)=[CH:9][CH:8]=1)[CH3:6])#[N:48]. The yield is 0.202. (4) The reactants are C([NH:18][C@H:19]([C:30]([OH:32])=[O:31])[CH2:20][C:21]1[CH:26]=[CH:25][C:24]([C:27](=[O:29])[CH3:28])=[CH:23][CH:22]=1)(OCC1C2C(=CC=CC=2)C2C1=CC=CC=2)=O.N1CCCCC1. The catalyst is O. The product is [C:27]([C:24]1[CH:25]=[CH:26][C:21]([CH2:20][C@@H:19]([C:30]([OH:32])=[O:31])[NH2:18])=[CH:22][CH:23]=1)(=[O:29])[CH3:28]. The yield is 0.880. (5) The reactants are [Cl:1][C:2]1[CH:7]=[C:6]([Cl:8])[CH:5]=[CH:4][C:3]=1[S:9]([NH:12][C:13]1[CH:18]=[C:17]([Cl:19])[C:16]([S:20][C:21]2[S:22][C:23]3[CH:29]=[CH:28][C:27]([C:30]#[N:31])=[CH:26][C:24]=3[N:25]=2)=[C:15]([Cl:32])[CH:14]=1)(=[O:11])=[O:10].[N:33]([Si](C)(C)C)=[N+:34]=[N-:35].C([Sn](=O)CCCC)CCC.Cl. The catalyst is C1(C)C=CC=CC=1. The product is [Cl:1][C:2]1[CH:7]=[C:6]([Cl:8])[CH:5]=[CH:4][C:3]=1[S:9]([NH:12][C:13]1[CH:14]=[C:15]([Cl:32])[C:16]([S:20][C:21]2[S:22][C:23]3[CH:29]=[CH:28][C:27]([C:30]4[NH:35][N:34]=[N:33][N:31]=4)=[CH:26][C:24]=3[N:25]=2)=[C:17]([Cl:19])[CH:18]=1)(=[O:11])=[O:10]. The yield is 0.770. (6) The reactants are [Br:1][C:2]1[CH:10]=[CH:9][C:5]([C:6]([OH:8])=O)=[C:4]([O:11][CH3:12])[CH:3]=1.CN(C(ON1N=NC2C=CC=NC1=2)=[N+](C)C)C.F[P-](F)(F)(F)(F)F.C[N:38]1[CH2:43][CH2:42][O:41][CH2:40][CH2:39]1.N1CCOCC1. The catalyst is CN(C=O)C.O. The product is [Br:1][C:2]1[CH:10]=[CH:9][C:5]([C:6]([N:38]2[CH2:43][CH2:42][O:41][CH2:40][CH2:39]2)=[O:8])=[C:4]([O:11][CH3:12])[CH:3]=1. The yield is 0.540. (7) The reactants are [F:1][C@H:2]1[CH2:6][N:5](C(OC(C)(C)C)=O)[C@H:4]([C:14](=[O:45])[NH:15][C@@:16]([C:31]2[CH:36]=[C:35]([O:37][C:38]([F:43])([F:42])[CH:39]([F:41])[F:40])[CH:34]=[C:33]([F:44])[CH:32]=2)([C:24]2[CH:29]=[CH:28][C:27]([F:30])=[CH:26][CH:25]=2)[CH2:17][C:18]2[CH:23]=[CH:22][CH:21]=[CH:20][CH:19]=2)[CH2:3]1. The catalyst is C(Cl)Cl.C(O)(C(F)(F)F)=O. The product is [F:1][C@H:2]1[CH2:6][NH:5][C@H:4]([C:14]([NH:15][C@@:16]([C:31]2[CH:36]=[C:35]([O:37][C:38]([F:43])([F:42])[CH:39]([F:41])[F:40])[CH:34]=[C:33]([F:44])[CH:32]=2)([C:24]2[CH:25]=[CH:26][C:27]([F:30])=[CH:28][CH:29]=2)[CH2:17][C:18]2[CH:19]=[CH:20][CH:21]=[CH:22][CH:23]=2)=[O:45])[CH2:3]1. The yield is 0.830.